The task is: Predict the reaction yield, written as a fraction of the theoretical maximum amount of product (1.0 means a 100% yield; for example, 0.34 means a 34% yield).. This data is from Reaction yield outcomes from USPTO patents with 853,638 reactions. The reactants are N1C2C(=CC=C([C@H]3[C@@]4(C5C(=CC=CC=5)NC4=O)C3)C=2)C=N1.C([N:29]1[C:37]2[C:32](=[CH:33][CH:34]=[C:35]([C@H:38]3[C@@:40]4([C:48]5[C:43](=[CH:44][CH:45]=[CH:46][CH:47]=5)[N:42]([CH3:49])[C:41]4=[O:50])[CH2:39]3)[CH:36]=2)[CH:31]=[N:30]1)C1C=CC=CC=1. No catalyst specified. The product is [NH:29]1[C:37]2[C:32](=[CH:33][CH:34]=[C:35]([C@H:38]3[C@@:40]4([C:48]5[C:43](=[CH:44][CH:45]=[CH:46][CH:47]=5)[N:42]([CH3:49])[C:41]4=[O:50])[CH2:39]3)[CH:36]=2)[CH:31]=[N:30]1. The yield is 0.740.